From a dataset of Forward reaction prediction with 1.9M reactions from USPTO patents (1976-2016). Predict the product of the given reaction. Given the reactants Br[C:2]1[C:10]2[O:9][CH2:8][CH:7]([C:11]3[CH:16]=[CH:15][C:14]([CH:17]([CH3:19])[CH3:18])=[CH:13][CH:12]=3)[C:6]=2[C:5]([CH3:20])=[C:4]([NH:21][C:22](=[O:28])[CH2:23][C:24]([CH3:27])([CH3:26])[CH3:25])[C:3]=1[CH3:29].[F:30][C:31]1[CH:32]=[C:33](B(O)O)[CH:34]=[CH:35][CH:36]=1, predict the reaction product. The product is: [F:30][C:31]1[CH:32]=[C:33]([C:2]2[C:10]3[O:9][CH2:8][CH:7]([C:11]4[CH:16]=[CH:15][C:14]([CH:17]([CH3:18])[CH3:19])=[CH:13][CH:12]=4)[C:6]=3[C:5]([CH3:20])=[C:4]([NH:21][C:22](=[O:28])[CH2:23][C:24]([CH3:27])([CH3:26])[CH3:25])[C:3]=2[CH3:29])[CH:34]=[CH:35][CH:36]=1.